Dataset: Reaction yield outcomes from USPTO patents with 853,638 reactions. Task: Predict the reaction yield, written as a fraction of the theoretical maximum amount of product (1.0 means a 100% yield; for example, 0.34 means a 34% yield). (1) The reactants are [CH2:1]([NH:13][C:14](=[O:33])[C:15]1[CH:20]=[C:19]([C:21]2[CH:26]=[CH:25][CH:24]=[C:23]([C:27]([F:30])([F:29])[F:28])[CH:22]=2)[C:18]([OH:31])=[C:17]([Br:32])[CH:16]=1)[CH2:2][CH2:3][CH2:4][CH2:5][CH2:6][CH2:7][CH2:8][CH2:9][CH2:10][CH2:11][CH3:12].C1COCC1.[OH-].[Na+].Cl[S:42]([C:45]1[CH:53]=[CH:52][C:48]([C:49]([OH:51])=[O:50])=[C:47]([OH:54])[CH:46]=1)(=[O:44])=[O:43]. The catalyst is C(O)C(N)(CO)CO. The product is [Br:32][C:17]1[C:18]([O:31][S:42]([C:45]2[CH:53]=[CH:52][C:48]([C:49]([OH:51])=[O:50])=[C:47]([OH:54])[CH:46]=2)(=[O:44])=[O:43])=[C:19]([C:21]2[CH:26]=[CH:25][CH:24]=[C:23]([C:27]([F:30])([F:29])[F:28])[CH:22]=2)[CH:20]=[C:15]([C:14](=[O:33])[NH:13][CH2:1][CH2:2][CH2:3][CH2:4][CH2:5][CH2:6][CH2:7][CH2:8][CH2:9][CH2:10][CH2:11][CH3:12])[CH:16]=1. The yield is 0.790. (2) The reactants are [CH3:1][O:2][C:3]1[CH:4]=[N:5][CH:6]=[C:7]([O:9][CH3:10])[CH:8]=1.C([Li])CCC.[Br:16]Br. The catalyst is C1COCC1. The product is [Br:16][C:8]1[C:7]([O:9][CH3:10])=[CH:6][N:5]=[CH:4][C:3]=1[O:2][CH3:1]. The yield is 0.570. (3) The reactants are [C:1]([O:4][C:5]1[CH:6]=[C:7]2[C:12](=[CH:13][C:14]=1[O:15][CH3:16])[N:11]=[C:10]([C:17]1[CH:22]=[CH:21][C:20]([C:23]3[CH:28]=[CH:27][CH:26]=[CH:25][CH:24]=3)=[C:19]([F:29])[CH:18]=1)[NH:9][C:8]2=O)(=[O:3])[CH3:2].CN(C=O)C.O=S(Cl)[Cl:38]. No catalyst specified. The product is [C:1]([O:4][C:5]1[CH:6]=[C:7]2[C:12](=[CH:13][C:14]=1[O:15][CH3:16])[N:11]=[C:10]([C:17]1[CH:22]=[CH:21][C:20]([C:23]3[CH:28]=[CH:27][CH:26]=[CH:25][CH:24]=3)=[C:19]([F:29])[CH:18]=1)[N:9]=[C:8]2[Cl:38])(=[O:3])[CH3:2]. The yield is 1.00. (4) The reactants are [CH3:1][C:2]([C:6]1[NH:7][C:8]2[C:13]([CH:14]=1)=[CH:12][C:11]([N+:15]([O-])=O)=[CH:10][CH:9]=2)([CH3:5])[CH2:3][OH:4].O.O.[Sn](Cl)(Cl)(Cl)Cl. The catalyst is C(O)C.C(OCC)(=O)C.O. The product is [NH2:15][C:11]1[CH:12]=[C:13]2[C:8](=[CH:9][CH:10]=1)[NH:7][C:6]([C:2]([CH3:5])([CH3:1])[CH2:3][OH:4])=[CH:14]2. The yield is 0.980. (5) The reactants are O=[C:2]1[C:10](=[CH:11][C:12]2[NH:13][C:14]3[CH2:15][CH2:16][CH2:17][CH2:18][C:19]=3[C:20]=2[CH2:21][CH2:22][C:23](O)=[O:24])[C:9]2[C:4](=[CH:5][CH:6]=[CH:7][CH:8]=2)[NH:3]1.C(N1C=CN=C1)(N1C=CN=C1)=O.[CH3:38][NH2:39].[OH2:40]. The catalyst is CN(C)C=O. The product is [CH3:38][NH:39][C:23](=[O:24])[CH2:22][CH2:21][C:20]1[C:19]2[CH2:18][CH2:17][CH2:16][CH2:15][C:14]=2[NH:13][C:12]=1[CH:11]=[C:10]1[C:9]2[C:4](=[CH:5][CH:6]=[CH:7][CH:8]=2)[NH:3][C:2]1=[O:40]. The yield is 0.800. (6) The reactants are [Br:1][C:2]1[CH:3]=[CH:4][C:5]2[C:11]3[S:12][C:13]([C:15]([NH:17][C:18]4[CH:23]=[CH:22][C:21]([C:24](=[O:28])[N:25]([CH3:27])[CH3:26])=[CH:20][C:19]=4[Cl:29])=[O:16])=[CH:14][C:10]=3[CH2:9][CH2:8][O:7][C:6]=2[CH:30]=1.[C:31]([O-])([O-])=O.[Cs+].[Cs+].CI. The catalyst is CN(C=O)C. The product is [Br:1][C:2]1[CH:3]=[CH:4][C:5]2[C:11]3[S:12][C:13]([C:15]([N:17]([C:18]4[CH:23]=[CH:22][C:21]([C:24](=[O:28])[N:25]([CH3:27])[CH3:26])=[CH:20][C:19]=4[Cl:29])[CH3:31])=[O:16])=[CH:14][C:10]=3[CH2:9][CH2:8][O:7][C:6]=2[CH:30]=1. The yield is 0.990. (7) The reactants are [CH3:1][N:2]1[CH:6]=[C:5]([NH:7][C:8]2[N:9]=[C:10]([NH:25][C@H:26]3[CH2:29][C@H:28]([NH:30]C(=O)OC(C)(C)C)[CH2:27]3)[C:11]3[CH:16]=[CH:15][N:14]([CH2:17][O:18][CH2:19][CH2:20][Si:21]([CH3:24])([CH3:23])[CH3:22])[C:12]=3[N:13]=2)[CH:4]=[N:3]1.Cl.O1CCOCC1. The catalyst is C(Cl)Cl. The product is [NH2:30][C@H:28]1[CH2:27][C@H:26]([NH:25][C:10]2[C:11]3[CH:16]=[CH:15][N:14]([CH2:17][O:18][CH2:19][CH2:20][Si:21]([CH3:24])([CH3:23])[CH3:22])[C:12]=3[N:13]=[C:8]([NH:7][C:5]3[CH:4]=[N:3][N:2]([CH3:1])[CH:6]=3)[N:9]=2)[CH2:29]1. The yield is 0.930.